This data is from Catalyst prediction with 721,799 reactions and 888 catalyst types from USPTO. The task is: Predict which catalyst facilitates the given reaction. (1) Reactant: [CH:1]12[CH2:7][CH:4]([CH2:5][CH2:6]1)[CH:3]=[CH:2]2.O=[O+][O-].C1(C)C=CC(S(O)(=O)=[O:18])=CC=1.[C:22](=O)(O)[O-:23].[Na+].CSC.[CH3:30][OH:31]. Product: [CH3:30][O:31][CH:2]([O:23][CH3:22])[CH:1]1[CH2:6][CH2:5][CH:4]([CH:3]=[O:18])[CH2:7]1. The catalyst class is: 2. (2) Reactant: [CH2:1]([O:3][C:4]([C:6]1[C:15](=[O:16])[C:14]2[C:9](=[C:10]([CH:36]=[O:37])[C:11]([N:18]3[CH2:22][C@H:21]([NH:23][C:24]([O:26][CH2:27][C:28]4[CH:33]=[CH:32][CH:31]=[CH:30][CH:29]=4)=[O:25])[CH2:20][C@H:19]3[CH2:34][OH:35])=[C:12]([F:17])[CH:13]=2)[N:8]([CH:38]2[CH2:40][CH2:39]2)[CH:7]=1)=[O:5])[CH3:2].C(O[BH-](OC(=O)C)OC(=O)C)(=O)C.[Na+]. Product: [CH2:1]([O:3][C:4]([C:6]1[C:15](=[O:16])[C:14]2[C:9](=[C:10]([CH2:36][OH:37])[C:11]([N:18]3[CH2:22][C@H:21]([NH:23][C:24]([O:26][CH2:27][C:28]4[CH:33]=[CH:32][CH:31]=[CH:30][CH:29]=4)=[O:25])[CH2:20][C@H:19]3[CH2:34][OH:35])=[C:12]([F:17])[CH:13]=2)[N:8]([CH:38]2[CH2:39][CH2:40]2)[CH:7]=1)=[O:5])[CH3:2]. The catalyst class is: 2. (3) Reactant: C([N:3]1[CH2:8][CH2:7][N:6]([C:9]2[C:18]3[C:13](=[CH:14][CH:15]=[CH:16][CH:17]=3)[CH:12]=[C:11]([C:19]3[CH:24]=[CH:23][C:22]([S:25]([CH2:28][CH2:29][CH3:30])(=[O:27])=[O:26])=[CH:21][CH:20]=3)[N:10]=2)[CH2:5][CH2:4]1)=O.[OH-].[Na+]. Product: [N:6]1([C:9]2[C:18]3[C:13](=[CH:14][CH:15]=[CH:16][CH:17]=3)[CH:12]=[C:11]([C:19]3[CH:20]=[CH:21][C:22]([S:25]([CH2:28][CH2:29][CH3:30])(=[O:27])=[O:26])=[CH:23][CH:24]=3)[N:10]=2)[CH2:7][CH2:8][NH:3][CH2:4][CH2:5]1. The catalyst class is: 8. (4) The catalyst class is: 54. Reactant: [CH3:1][O:2][C:3](=[O:25])[C@H:4]1[CH2:8][CH:7]([O:9][Si:10]([C:13]([CH3:16])([CH3:15])[CH3:14])([CH3:12])[CH3:11])[C:6](=[O:17])[N:5]1[C:18]([O:20][C:21]([CH3:24])([CH3:23])[CH3:22])=[O:19].C[Si](C)(C)N[Si](C)(C)C.[Li].[C:36]([O:40][C:41]([N:43]1[C:51]2[C:46](=[CH:47][CH:48]=[CH:49][CH:50]=2)[C:45]([CH2:52]Br)=[CH:44]1)=[O:42])([CH3:39])([CH3:38])[CH3:37].[Cl-].[NH4+]. Product: [CH3:1][O:2][C:3](=[O:25])[C@H:4]1[CH2:8][C@:7]([O:9][Si:10]([C:13]([CH3:16])([CH3:14])[CH3:15])([CH3:12])[CH3:11])([CH2:52][C:45]2[C:46]3[C:51](=[CH:50][CH:49]=[CH:48][CH:47]=3)[N:43]([C:41]([O:40][C:36]([CH3:39])([CH3:38])[CH3:37])=[O:42])[CH:44]=2)[C:6](=[O:17])[N:5]1[C:18]([O:20][C:21]([CH3:24])([CH3:23])[CH3:22])=[O:19]. (5) Product: [CH:25]([C:28]1[CH:34]=[CH:33][C:31]([NH:32][C:17]([C:6]2[C:7]([NH:9][CH2:10][C:11]3[CH:12]=[CH:13][N:36]=[CH:15][CH:16]=3)=[N:8][C:3]([S:2][CH3:1])=[N:4][CH:5]=2)=[O:19])=[CH:30][CH:29]=1)([CH3:27])[CH3:26]. Reactant: [CH3:1][S:2][C:3]1[N:8]=[C:7]([NH:9][CH2:10][C:11]2[CH:16]=[CH:15]C=[CH:13][CH:12]=2)[C:6]([C:17]([O:19]CC)=O)=[CH:5][N:4]=1.[OH-].[Na+].Cl.[CH:25]([C:28]1[CH:34]=[CH:33][C:31]([NH2:32])=[CH:30][CH:29]=1)([CH3:27])[CH3:26].C[N:36](C(ON1N=NC2C=CC=NC1=2)=[N+](C)C)C.F[P-](F)(F)(F)(F)F. The catalyst class is: 271. (6) Product: [CH3:1][C:2]1[CH:3]=[CH:4][C:5]2[CH2:11][O:10][CH2:9][CH2:8][N:7]([C:13]([O:15][C:16]([CH3:19])([CH3:18])[CH3:17])=[O:14])[C:6]=2[N:12]=1. Reactant: [CH3:1][C:2]1[CH:3]=[CH:4][C:5]2[CH2:11][O:10][CH2:9][CH2:8][NH:7][C:6]=2[N:12]=1.[C:13](O[C:13]([O:15][C:16]([CH3:19])([CH3:18])[CH3:17])=[O:14])([O:15][C:16]([CH3:19])([CH3:18])[CH3:17])=[O:14]. The catalyst class is: 251. (7) Product: [CH:14]1([C:11]2[CH:10]=[C:9]([NH:8][C:6]3[N:7]=[C:2]([N:26]4[CH2:31][CH2:30][O:29][CH2:28][CH2:27]4)[N:3]=[C:4]([N:17]4[CH2:22][C@@H:21]5[CH2:23][C@@:18]4([CH3:25])[C:19](=[O:24])[O:20]5)[N:5]=3)[NH:13][N:12]=2)[CH2:15][CH2:16]1. The catalyst class is: 1. Reactant: Cl[C:2]1[N:7]=[C:6]([NH:8][C:9]2[NH:13][N:12]=[C:11]([CH:14]3[CH2:16][CH2:15]3)[CH:10]=2)[N:5]=[C:4]([N:17]2[CH2:22][C@@H:21]3[CH2:23][C@@:18]2([CH3:25])[C:19](=[O:24])[O:20]3)[N:3]=1.[NH:26]1[CH2:31][CH2:30][O:29][CH2:28][CH2:27]1. (8) Product: [F:5][C:4]([F:7])([F:6])[CH:3]([OH:1])[CH2:2][N:20]1[CH2:19][CH:18]=[C:17]([C:14]2[CH:15]=[CH:16][C:11]([N+:8]([O-:10])=[O:9])=[CH:12][CH:13]=2)[CH2:22][CH2:21]1. The catalyst class is: 303. Reactant: [O:1]1[CH:3]([C:4]([F:7])([F:6])[F:5])[CH2:2]1.[N+:8]([C:11]1[CH:16]=[CH:15][C:14]([C:17]2[CH2:18][CH2:19][NH:20][CH2:21][CH:22]=2)=[CH:13][CH:12]=1)([O-:10])=[O:9].CCN(C(C)C)C(C)C.